Dataset: TCR-epitope binding with 47,182 pairs between 192 epitopes and 23,139 TCRs. Task: Binary Classification. Given a T-cell receptor sequence (or CDR3 region) and an epitope sequence, predict whether binding occurs between them. (1) The epitope is AVFDRKSDAK. The TCR CDR3 sequence is CASIPAGGPGDTQYF. Result: 1 (the TCR binds to the epitope). (2) The epitope is QVPLRPMTYK. The TCR CDR3 sequence is CASSLGGYEQYF. Result: 0 (the TCR does not bind to the epitope).